Predict the reaction yield, written as a fraction of the theoretical maximum amount of product (1.0 means a 100% yield; for example, 0.34 means a 34% yield). From a dataset of Reaction yield outcomes from USPTO patents with 853,638 reactions. The reactants are S([C:5]1[CH:11]=[CH:10][C:8]([CH3:9])=[CH:7][CH:6]=1)(O)(=O)=O.CNCCCCC=CCC.C(N1C[C@@H](O)C[C@H]1C(O)=O)(OC(C)(C)C)=O.[CH2:38]([N:44]([CH3:60])[C:45]([C@@H:47]1[CH2:51][C@@H:50]([OH:52])[CH2:49][N:48]1[C:53]([O:55][C:56]([CH3:59])([CH3:58])[CH3:57])=[O:54])=[O:46])CCCC=C. No catalyst specified. The product is [CH2:38]([N:44]([CH3:60])[C:45]([C@@H:47]1[CH2:51][C@@H:50]([OH:52])[CH2:49][N:48]1[C:53]([O:55][C:56]([CH3:58])([CH3:57])[CH3:59])=[O:54])=[O:46])[CH2:7][CH2:6][CH2:5][CH2:11][CH:10]=[CH:8][CH3:9]. The yield is 1.00.